The task is: Predict which catalyst facilitates the given reaction.. This data is from Catalyst prediction with 721,799 reactions and 888 catalyst types from USPTO. (1) The catalyst class is: 4. Reactant: C(OC(=O)[NH:7][CH2:8][CH:9]1[CH2:14][CH2:13][CH:12]([CH2:15][NH:16][C:17]2[C:22]([N+:23]([O-:25])=[O:24])=[CH:21][N:20]=[C:19]([NH:26][CH2:27][C:28]3[C:29]([CH3:46])=[C:30]([C:34]4[CH:39]=[CH:38][CH:37]=[C:36]([CH2:40][NH:41][CH2:42][C:43](=[O:45])[NH2:44])[CH:35]=4)[CH:31]=[CH:32][CH:33]=3)[N:18]=2)[CH2:11][CH2:10]1)(C)(C)C.Cl.C([O-])(O)=O.[Na+]. Product: [NH2:7][CH2:8][C@H:9]1[CH2:14][CH2:13][C@H:12]([CH2:15][NH:16][C:17]2[C:22]([N+:23]([O-:25])=[O:24])=[CH:21][N:20]=[C:19]([NH:26][CH2:27][C:28]3[C:29]([CH3:46])=[C:30]([C:34]4[CH:39]=[CH:38][CH:37]=[C:36]([CH2:40][NH:41][CH2:42][C:43]([NH2:44])=[O:45])[CH:35]=4)[CH:31]=[CH:32][CH:33]=3)[N:18]=2)[CH2:11][CH2:10]1. (2) Reactant: [NH2:1][C:2]1[N:7]=[CH:6][C:5]([C:8]2[N:13]=[C:12]([N:14]3[CH2:19][CH2:18][O:17][CH2:16][CH2:15]3)[N:11]=[C:10]([NH:20][C:21]3[CH:22]=[CH:23][C:24]([N:27]4[CH2:32][CH2:31][N:30](C(OC(C)(C)C)=O)[CH2:29][CH2:28]4)=[N:25][CH:26]=3)[CH:9]=2)=[CH:4][N:3]=1.ClC1N=C(N2CCOCC2)N=C(C2C=NC(N)=NC=2)C=1.NC1C=CC(N2CCN(C(OC(C)(C)C)=O)CC2)=NC=1.Cl. Product: [NH2:1][C:2]1[N:7]=[CH:6][C:5]([C:8]2[N:13]=[C:12]([N:14]3[CH2:15][CH2:16][O:17][CH2:18][CH2:19]3)[N:11]=[C:10]([NH:20][C:21]3[CH:26]=[N:25][C:24]([N:27]4[CH2:28][CH2:29][NH:30][CH2:31][CH2:32]4)=[CH:23][CH:22]=3)[CH:9]=2)=[CH:4][N:3]=1. The catalyst class is: 12.